From a dataset of Catalyst prediction with 721,799 reactions and 888 catalyst types from USPTO. Predict which catalyst facilitates the given reaction. (1) Reactant: [Cl:1][C:2]1[C:7]([S:8]([N:11]([CH3:27])[C:12]2[CH:13]=[CH:14][C:15]([CH3:26])=[C:16]3[C:20]=2[NH:19][C:18]([C:21]([O:23]CC)=[O:22])=[CH:17]3)(=[O:10])=[O:9])=[CH:6][CH:5]=[CH:4][N:3]=1.[OH-].[Na+].CO.C(O)(=O)CC(CC(O)=O)(C(O)=O)O. Product: [Cl:1][C:2]1[C:7]([S:8]([N:11]([CH3:27])[C:12]2[CH:13]=[CH:14][C:15]([CH3:26])=[C:16]3[C:20]=2[NH:19][C:18]([C:21]([OH:23])=[O:22])=[CH:17]3)(=[O:10])=[O:9])=[CH:6][CH:5]=[CH:4][N:3]=1. The catalyst class is: 7. (2) Reactant: [CH3:1][C:2]1[CH2:7][CH2:6][CH2:5][C:4]([CH3:9])([CH3:8])[C:3]=1[CH:10]=O.[F:12][C:13]1[CH:14]=[C:15]([CH:17]=[CH:18][CH:19]=1)[NH2:16].C(O)(=O)C.C([BH3-])#N.[Na+]. Product: [F:12][C:13]1[CH:14]=[C:15]([CH:17]=[CH:18][CH:19]=1)[NH:16][CH2:10][C:3]1[C:4]([CH3:9])([CH3:8])[CH2:5][CH2:6][CH2:7][C:2]=1[CH3:1]. The catalyst class is: 5.